This data is from Full USPTO retrosynthesis dataset with 1.9M reactions from patents (1976-2016). The task is: Predict the reactants needed to synthesize the given product. (1) Given the product [CH3:1][O:2][C:3]1([O:25][CH3:26])[CH2:8][CH2:7][N:6]([C:9]2[CH:14]=[CH:13][C:12]([N:15]3[CH2:19][C@H:18]([CH2:20][CH2:29][C:28]([NH2:27])=[O:35])[O:17][C:16]3=[O:22])=[CH:11][C:10]=2[F:23])[CH2:5][CH:4]1[F:24], predict the reactants needed to synthesize it. The reactants are: [CH3:1][O:2][C:3]1([O:25][CH3:26])[CH2:8][CH2:7][N:6]([C:9]2[CH:14]=[CH:13][C:12]([N:15]3[CH2:19][C@H:18]([CH2:20]N)[O:17][C:16]3=[O:22])=[CH:11][C:10]=2[F:23])[CH2:5][CH:4]1[F:24].[N:27]1C=CC=[CH:29][CH:28]=1.C(OC(=O)C)(=[O:35])C. (2) Given the product [CH3:34][C:27]1[CH:28]=[C:29]([O:33][CH2:36][C:37]2[CH:42]=[CH:41][N:40]([CH3:43])[C:39](=[O:44])[CH:38]=2)[CH:30]=[C:31]([CH3:32])[C:26]=1[C:5]1[CH:4]=[CH:3][C:2]([F:1])=[C:10]2[C:6]=1[CH2:7][CH2:8][C@H:9]2[O:11][C:12]1[CH:25]=[CH:24][C:15]2[C@H:16]([CH2:19][C:20]([O:22][CH3:23])=[O:21])[CH2:17][O:18][C:14]=2[CH:13]=1, predict the reactants needed to synthesize it. The reactants are: [F:1][C:2]1[CH:3]=[CH:4][C:5]([C:26]2[C:31]([CH3:32])=[CH:30][C:29]([OH:33])=[CH:28][C:27]=2[CH3:34])=[C:6]2[C:10]=1[C@H:9]([O:11][C:12]1[CH:25]=[CH:24][C:15]3[C@H:16]([CH2:19][C:20]([O:22][CH3:23])=[O:21])[CH2:17][O:18][C:14]=3[CH:13]=1)[CH2:8][CH2:7]2.Cl[CH2:36][C:37]1[CH:42]=[CH:41][N:40]([CH3:43])[C:39](=[O:44])[CH:38]=1.C(=O)([O-])[O-].[K+].[K+]. (3) Given the product [CH2:2]([O:64][CH:48]([O:29][CH2:17][CH3:18])[CH2:49][CH2:50][CH2:51][CH2:52][CH2:53]/[CH:54]=[CH:55]\[CH2:56][CH2:57]/[CH:58]=[CH:59]\[CH:60]=[CH:61]\[CH2:62][CH3:63])[CH3:3], predict the reactants needed to synthesize it. The reactants are: Cl[CH2:2][CH2:3]CCC/C=C\CC/C=C\C=C\CC.[CH2:17]([OH:29])[CH2:18]/C=C\CC/C=C\C=C\CC.ClCC/C=C\CC/C=C\C=C\CC.BrCCCCl.[CH:48](=[O:64])[CH2:49][CH2:50][CH2:51][CH2:52][CH2:53]/[CH:54]=[CH:55]\[CH2:56][CH2:57]/[CH:58]=[CH:59]\[CH:60]=[CH:61]\[CH2:62][CH3:63].C([O-])([O-])OCC. (4) Given the product [F:23][C:22]([F:25])([F:24])[C:20]([OH:26])=[O:21].[CH3:19][N:15]1[C:14]([CH:11]2[CH2:12][CH2:13][NH:8][CH2:9][CH2:10]2)=[CH:18][CH:17]=[N:16]1, predict the reactants needed to synthesize it. The reactants are: C(OC([N:8]1[CH2:13][CH2:12][CH:11]([C:14]2[N:15]([CH3:19])[N:16]=[CH:17][CH:18]=2)[CH2:10][CH2:9]1)=O)CCC.[C:20]([OH:26])([C:22]([F:25])([F:24])[F:23])=[O:21]. (5) Given the product [C:22]1([NH:21][C:15]2[N:14]=[C:13]([NH:4][CH2:1][CH2:2][CH3:3])[C:18]([C:19]#[N:20])=[CH:17][N:16]=2)[CH:27]=[CH:26][CH:25]=[CH:24][CH:23]=1, predict the reactants needed to synthesize it. The reactants are: [CH2:1]([NH2:4])[CH2:2][CH3:3].C(N(CC)CC)C.Cl[C:13]1[C:18]([C:19]#[N:20])=[CH:17][N:16]=[C:15]([NH:21][C:22]2[CH:27]=[CH:26][CH:25]=[CH:24][CH:23]=2)[N:14]=1.O. (6) Given the product [Br:20][C:17]1[CH:18]=[CH:19][C:14]([C:4]#[C:3][CH2:2][CH2:1][C:5]2[CH:6]=[CH:7][C:8]([CH2:11][OH:12])=[CH:9][CH:10]=2)=[N:15][CH:16]=1, predict the reactants needed to synthesize it. The reactants are: [CH2:1]([C:5]1[CH:10]=[CH:9][C:8]([CH2:11][OH:12])=[CH:7][CH:6]=1)[CH2:2][C:3]#[CH:4].Br[C:14]1[CH:19]=[CH:18][C:17]([Br:20])=[CH:16][N:15]=1. (7) Given the product [Cl:27][CH2:14][C:11]1[CH:10]=[C:9]([C:4]2([CH3:3])[O:8][CH2:7][CH2:6][O:5]2)[S:13][CH:12]=1, predict the reactants needed to synthesize it. The reactants are: N#N.[CH3:3][C:4]1([C:9]2[S:13][CH:12]=[C:11]([CH2:14]O)[CH:10]=2)[O:8][CH2:7][CH2:6][O:5]1.CCN(CC)CC.S([Cl:27])(C)(=O)=O. (8) The reactants are: [C:1]([O:5][C:6]([CH:8]1[CH2:13][CH2:12][N:11]([C:14]2[C:22]([C:23]#[N:24])=[CH:21][C:17]([C:18](O)=[O:19])=[C:16]([CH2:25][N:26]3[CH2:31][CH2:30][CH2:29][CH2:28][C:27]3=[O:32])[N:15]=2)[CH2:10][CH2:9]1)=[O:7])([CH3:4])([CH3:3])[CH3:2].C(Cl)(=O)C(Cl)=O.[CH2:39]([Mg]Cl)[CH2:40][CH3:41].O. Given the product [C:18]([C:17]1[CH:21]=[C:22]([C:23]#[N:24])[C:14]([N:11]2[CH2:12][CH2:13][CH:8]([C:6]([O:5][C:1]([CH3:3])([CH3:4])[CH3:2])=[O:7])[CH2:9][CH2:10]2)=[N:15][C:16]=1[CH2:25][N:26]1[CH2:31][CH2:30][CH2:29][CH2:28][C:27]1=[O:32])(=[O:19])[CH2:39][CH2:40][CH3:41], predict the reactants needed to synthesize it. (9) Given the product [Cl:1][C:2]1[N:7]=[C:6]([N:11]([CH3:10])[CH:12]2[CH2:17][CH2:16][N:15]([C:18]3[CH:25]=[CH:24][C:21]([C:22]#[N:23])=[CH:20][N:19]=3)[CH2:14][CH2:13]2)[C:5]([Cl:9])=[CH:4][N:3]=1, predict the reactants needed to synthesize it. The reactants are: [Cl:1][C:2]1[N:7]=[C:6](Cl)[C:5]([Cl:9])=[CH:4][N:3]=1.[CH3:10][NH:11][CH:12]1[CH2:17][CH2:16][N:15]([C:18]2[CH:25]=[CH:24][C:21]([C:22]#[N:23])=[CH:20][N:19]=2)[CH2:14][CH2:13]1.C(N(CC)CC)C.